From a dataset of NCI-60 drug combinations with 297,098 pairs across 59 cell lines. Regression. Given two drug SMILES strings and cell line genomic features, predict the synergy score measuring deviation from expected non-interaction effect. Drug 1: CCC1(CC2CC(C3=C(CCN(C2)C1)C4=CC=CC=C4N3)(C5=C(C=C6C(=C5)C78CCN9C7C(C=CC9)(C(C(C8N6C)(C(=O)OC)O)OC(=O)C)CC)OC)C(=O)OC)O.OS(=O)(=O)O. Drug 2: CN(C(=O)NC(C=O)C(C(C(CO)O)O)O)N=O. Cell line: PC-3. Synergy scores: CSS=-2.01, Synergy_ZIP=1.28, Synergy_Bliss=1.31, Synergy_Loewe=-0.835, Synergy_HSA=-0.288.